From a dataset of Forward reaction prediction with 1.9M reactions from USPTO patents (1976-2016). Predict the product of the given reaction. (1) Given the reactants [NH:1]1[C:5]2[CH:6]=[CH:7][CH:8]=[CH:9][C:4]=2[N:3]=[N:2]1.[OH-].[Na+].[F:12][C:13]1[CH:20]=[CH:19][C:16]([CH2:17]Br)=[CH:15][CH:14]=1, predict the reaction product. The product is: [F:12][C:13]1[CH:20]=[CH:19][C:16]([CH2:17][N:1]2[C:5]3[CH:6]=[CH:7][CH:8]=[CH:9][C:4]=3[N:3]=[N:2]2)=[CH:15][CH:14]=1. (2) Given the reactants [NH2:1][CH:2]([C:5]1[CH:10]=[CH:9][CH:8]=[C:7]([N+:11]([O-:13])=[O:12])[CH:6]=1)[CH2:3][OH:4].ClCCl.[C:17]([N:21]=[C:22]=[S:23])([CH3:20])([CH3:19])[CH3:18], predict the reaction product. The product is: [C:17]([NH:21][C:22]([NH:1][CH:2]([C:5]1[CH:10]=[CH:9][CH:8]=[C:7]([N+:11]([O-:13])=[O:12])[CH:6]=1)[CH2:3][OH:4])=[S:23])([CH3:20])([CH3:19])[CH3:18]. (3) Given the reactants [NH2:1][C:2]1[CH:7]=[CH:6][C:5]([N:8]2[C:11]([CH3:13])([CH3:12])[C:10](=[O:14])[N:9]2[CH:15]2[CH:22]3[CH2:23][CH:18]4[CH2:19][CH:20]([CH2:24][CH:16]2[CH2:17]4)[CH2:21]3)=[CH:4][CH:3]=1.C(N(CC)CC)C.[CH3:32][S:33](Cl)(=[O:35])=[O:34].O, predict the reaction product. The product is: [CH3:12][C:11]1([CH3:13])[N:8]([C:5]2[CH:6]=[CH:7][C:2]([NH:1][S:33]([CH3:32])(=[O:35])=[O:34])=[CH:3][CH:4]=2)[N:9]([CH:15]2[CH:16]3[CH2:24][CH:20]4[CH2:19][CH:18]([CH2:23][CH:22]2[CH2:21]4)[CH2:17]3)[C:10]1=[O:14]. (4) Given the reactants [F:1][C@H:2]1[CH2:19][C@@:17]2([CH3:18])[C@@H:13]([CH2:14][CH:15]=[C:16]2[C:20]2[CH:21]=[N:22][CH:23]=[C:24]([F:26])[CH:25]=2)[C@H:12]2[C@H:3]1[C:4]1[CH:5]=[CH:6][C:7]([C:27]([O:29]C)=[O:28])=[CH:8][C:9]=1[CH2:10][CH2:11]2.CO.O.[OH-].[Li+].C(O)(=O)CC(CC(O)=O)(C(O)=O)O, predict the reaction product. The product is: [F:1][C@H:2]1[CH2:19][C@@:17]2([CH3:18])[C@@H:13]([CH2:14][CH:15]=[C:16]2[C:20]2[CH:21]=[N:22][CH:23]=[C:24]([F:26])[CH:25]=2)[C@H:12]2[C@H:3]1[C:4]1[CH:5]=[CH:6][C:7]([C:27]([OH:29])=[O:28])=[CH:8][C:9]=1[CH2:10][CH2:11]2.